Task: Predict the product of the given reaction.. Dataset: Forward reaction prediction with 1.9M reactions from USPTO patents (1976-2016) (1) Given the reactants [Br:1][C:2]1[CH:3]=[C:4]2[C:12](=[C:13]([C:15](=[O:17])[NH2:16])[CH:14]=1)[N:11]([CH2:18][CH:19]1[CH2:21][CH2:20]1)[C:10]1[CH:9]=[C:8]([C:22]([O:24]CC)=[O:23])[CH:7]=[CH:6][C:5]2=1.[OH-].[Na+], predict the reaction product. The product is: [Br:1][C:2]1[CH:3]=[C:4]2[C:12](=[C:13]([C:15](=[O:17])[NH2:16])[CH:14]=1)[N:11]([CH2:18][CH:19]1[CH2:21][CH2:20]1)[C:10]1[CH:9]=[C:8]([C:22]([OH:24])=[O:23])[CH:7]=[CH:6][C:5]2=1. (2) Given the reactants [Cl:1][C:2]1[CH:3]=[C:4]([NH:8][C:9]2[N:14]=[CH:13][N:12]=[C:11]([C:15]3[CH:20]=[CH:19][N:18]=[C:17]([C:21]#[N:22])[CH:16]=3)[N:10]=2)[CH:5]=[CH:6][CH:7]=1, predict the reaction product. The product is: [NH2:22][CH2:21][C:17]1[CH:16]=[C:15]([C:11]2[N:12]=[CH:13][N:14]=[C:9]([NH:8][C:4]3[CH:5]=[CH:6][CH:7]=[C:2]([Cl:1])[CH:3]=3)[N:10]=2)[CH:20]=[CH:19][N:18]=1. (3) Given the reactants [Br:1][C:2]1[C:3]([F:21])=[CH:4][C:5]2[CH:11]3[CH2:12][CH:9]([CH2:10]3)[N:8]3[C:13](I)=[C:14]([C:16]([NH2:18])=[O:17])[N:15]=[C:7]3[C:6]=2[CH:20]=1.[Br-].[CH:23]1([Zn+])[CH2:25][CH2:24]1.[Cl-].[NH4+], predict the reaction product. The product is: [Br:1][C:2]1[C:3]([F:21])=[CH:4][C:5]2[CH:11]3[CH2:12][CH:9]([CH2:10]3)[N:8]3[C:13]([CH:23]4[CH2:25][CH2:24]4)=[C:14]([C:16]([NH2:18])=[O:17])[N:15]=[C:7]3[C:6]=2[CH:20]=1. (4) Given the reactants F[C:2]1[CH:9]=[C:8]([C:10]2([C:13]3[N:14]([CH3:18])[CH:15]=[N:16][CH:17]=3)[CH2:12][CH2:11]2)[CH:7]=[CH:6][C:3]=1[C:4]#[N:5].[CH2:19]([C:21]1([C:30]2[CH:35]=[CH:34][CH:33]=[C:32]([OH:36])[CH:31]=2)[CH2:27][CH2:26][CH2:25][CH2:24][N:23]([CH3:28])[C:22]1=[O:29])[CH3:20], predict the reaction product. The product is: [CH2:19]([C:21]1([C:30]2[CH:31]=[C:32]([CH:33]=[CH:34][CH:35]=2)[O:36][C:2]2[CH:9]=[C:8]([C:10]3([C:13]4[N:14]([CH3:18])[CH:15]=[N:16][CH:17]=4)[CH2:12][CH2:11]3)[CH:7]=[CH:6][C:3]=2[C:4]#[N:5])[CH2:27][CH2:26][CH2:25][CH2:24][N:23]([CH3:28])[C:22]1=[O:29])[CH3:20]. (5) Given the reactants [O:1]1[CH2:5][CH2:4][CH2:3][CH:2]1[CH2:6][C:7]([OH:9])=O.CN(C)CCCN=C=NCC.Cl.[NH2:22][C:23]1[CH:24]=[C:25]2[C:29](=[CH:30][CH:31]=1)[N:28]([CH2:32][C:33]1[CH:38]=[CH:37][CH:36]=[CH:35][C:34]=1[F:39])[C:27]([C:40]([NH:42][C:43]1[CH:48]=[CH:47][C:46]([NH:49][C:50](=[O:56])[O:51][C:52]([CH3:55])([CH3:54])[CH3:53])=[CH:45][CH:44]=1)=[O:41])=[CH:26]2, predict the reaction product. The product is: [F:39][C:34]1[CH:35]=[CH:36][CH:37]=[CH:38][C:33]=1[CH2:32][N:28]1[C:29]2[C:25](=[CH:24][C:23]([NH:22][C:7](=[O:9])[CH2:6][CH:2]3[CH2:3][CH2:4][CH2:5][O:1]3)=[CH:31][CH:30]=2)[CH:26]=[C:27]1[C:40]([NH:42][C:43]1[CH:44]=[CH:45][C:46]([NH:49][C:50](=[O:56])[O:51][C:52]([CH3:55])([CH3:54])[CH3:53])=[CH:47][CH:48]=1)=[O:41]. (6) Given the reactants [C:1]([C:3]1[CH:4]=[CH:5][C:6]([NH:25][C:26]2[CH:31]=[C:30]([Cl:32])[CH:29]=[C:28]([Cl:33])[CH:27]=2)=[C:7]([S:9]([N:12]2[CH2:17][CH2:16][N:15]([C:18]([O:20][C:21]([CH3:24])([CH3:23])[CH3:22])=[O:19])[CH2:14][CH2:13]2)(=[O:11])=[O:10])[CH:8]=1)#[N:2].[CH3:34]I.[H-].[Na+], predict the reaction product. The product is: [C:1]([C:3]1[CH:4]=[CH:5][C:6]([N:25]([C:26]2[CH:27]=[C:28]([Cl:33])[CH:29]=[C:30]([Cl:32])[CH:31]=2)[CH3:34])=[C:7]([S:9]([N:12]2[CH2:13][CH2:14][N:15]([C:18]([O:20][C:21]([CH3:24])([CH3:23])[CH3:22])=[O:19])[CH2:16][CH2:17]2)(=[O:10])=[O:11])[CH:8]=1)#[N:2]. (7) Given the reactants [O:1]=[C:2]([C:14]1[CH:19]=[CH:18][CH:17]=[CH:16][CH:15]=1)[CH2:3][C:4]1[CH:13]=[CH:12][C:7]([C:8]([O:10]C)=[O:9])=[CH:6][CH:5]=1.[CH3:20][O:21]C(OC)OC.[CH3:27]C1(C)C2(CS(O)(=O)=O)C(CC1CC2)=O.CCN(CC)CC, predict the reaction product. The product is: [CH3:27][O:1][C:2]([O:21][CH3:20])([C:14]1[CH:19]=[CH:18][CH:17]=[CH:16][CH:15]=1)[CH2:3][C:4]1[CH:13]=[CH:12][C:7]([C:8]([OH:10])=[O:9])=[CH:6][CH:5]=1. (8) Given the reactants C([O:4][C:5]1[CH:10]=[CH:9][CH:8]=[C:7]([C:11]([NH:13][C:14]2[CH:19]=[CH:18][CH:17]=[C:16]([C:20]([F:23])([F:22])[F:21])[CH:15]=2)=[O:12])[CH:6]=1)(=O)C, predict the reaction product. The product is: [OH:4][C:5]1[CH:6]=[C:7]([CH:8]=[CH:9][CH:10]=1)[C:11]([NH:13][C:14]1[CH:19]=[CH:18][CH:17]=[C:16]([C:20]([F:21])([F:22])[F:23])[CH:15]=1)=[O:12].